Dataset: Catalyst prediction with 721,799 reactions and 888 catalyst types from USPTO. Task: Predict which catalyst facilitates the given reaction. (1) Product: [C:17]([C:13]1[CH:14]=[CH:15][CH:16]=[C:11]([S:1][C:2]2[N:26]=[CH:6][CH:5]=[CH:4][N:3]=2)[N:12]=1)#[N:18]. Reactant: [SH:1][C:2]1C=[CH:6][CH:5]=[CH:4][N:3]=1.[H-].[Na+].Cl[C:11]1[CH:16]=[CH:15][CH:14]=[C:13]([C:17]#[N:18])[N:12]=1.C(OCC)(=O)C.C[N:26](C=O)C. The catalyst class is: 6. (2) Reactant: [CH2:1]([O:8][C:9]1[C:18]2[C:13](=[CH:14][CH:15]=[CH:16][CH:17]=2)[C:12]([CH2:19][O:20][CH3:21])=[N:11][C:10]=1[C:22](O)=[O:23])[C:2]1[CH:7]=[CH:6][CH:5]=[CH:4][CH:3]=1.CCN(CC)CC.ClC(OCC(C)C)=O.Cl.[CH2:41]([O:48][C:49](=[O:52])[CH2:50][NH2:51])[C:42]1[CH:47]=[CH:46][CH:45]=[CH:44][CH:43]=1. Product: [CH2:41]([O:48][C:49](=[O:52])[CH2:50][NH:51][C:22]([C:10]1[N:11]=[C:12]([CH2:19][O:20][CH3:21])[C:13]2[C:18]([C:9]=1[O:8][CH2:1][C:2]1[CH:7]=[CH:6][CH:5]=[CH:4][CH:3]=1)=[CH:17][CH:16]=[CH:15][CH:14]=2)=[O:23])[C:42]1[CH:47]=[CH:46][CH:45]=[CH:44][CH:43]=1. The catalyst class is: 2.